From a dataset of Full USPTO retrosynthesis dataset with 1.9M reactions from patents (1976-2016). Predict the reactants needed to synthesize the given product. (1) Given the product [Cl:20][C:17]1[CH:18]=[CH:19][C:14]([C:6]2[NH:7][C:8]3[C:13]([C:5]=2[CH2:4][C:3]([OH:31])=[O:2])=[CH:12][CH:11]=[CH:10][CH:9]=3)=[CH:15][C:16]=1[S:21](=[O:30])(=[O:29])[NH:22][CH:23]1[CH2:28][CH2:27][CH2:26][CH2:25][CH2:24]1, predict the reactants needed to synthesize it. The reactants are: C[O:2][C:3](=[O:31])[CH2:4][C:5]1[C:13]2[C:8](=[CH:9][CH:10]=[CH:11][CH:12]=2)[NH:7][C:6]=1[C:14]1[CH:19]=[CH:18][C:17]([Cl:20])=[C:16]([S:21](=[O:30])(=[O:29])[NH:22][CH:23]2[CH2:28][CH2:27][CH2:26][CH2:25][CH2:24]2)[CH:15]=1.O.[OH-].[Li+].CCOC(C)=O. (2) Given the product [C:1]([CH:3]1[CH2:7][CH2:6][N:5]([C:8]([O:10][C:11]([CH3:14])([CH3:13])[CH3:12])=[O:9])[CH2:4]1)#[CH:15], predict the reactants needed to synthesize it. The reactants are: [CH:1]([CH:3]1[CH2:7][CH2:6][N:5]([C:8]([O:10][C:11]([CH3:14])([CH3:13])[CH3:12])=[O:9])[CH2:4]1)=O.[C:15](=O)([O-])[O-].[K+].[K+]. (3) Given the product [N:1]1([CH2:7][C@@H:8]2[CH2:12][CH2:11][NH:10][C@@H:9]2[C:21]([NH2:23])=[O:22])[CH2:6][CH2:5][O:4][CH2:3][CH2:2]1, predict the reactants needed to synthesize it. The reactants are: [N:1]1([CH2:7][C@@H:8]2[CH2:12][CH2:11][N:10]([C@H](C3C=CC=CC=3)C)[C@@H:9]2[C:21]([NH2:23])=[O:22])[CH2:6][CH2:5][O:4][CH2:3][CH2:2]1. (4) Given the product [C@H:15]12[CH2:21][C@H:18]([NH:19][CH2:20]1)[CH2:17][N:16]2[CH2:14][C@@H:12]([C:3]1[CH:4]=[CH:5][C:6]2[C:7](=[O:11])[O:8][CH2:9][C:10]=2[C:2]=1[CH3:1])[OH:13], predict the reactants needed to synthesize it. The reactants are: [CH3:1][C:2]1[C:10]2[CH2:9][O:8][C:7](=[O:11])[C:6]=2[CH:5]=[CH:4][C:3]=1[C@@H:12]1[CH2:14][O:13]1.[C@H:15]12[CH2:21][C@H:18]([NH:19][CH2:20]1)[CH2:17][N:16]2C(OC(C)(C)C)=O. (5) The reactants are: [O:1]=[C:2]([C:14]1[S:21][C:20]([CH3:22])=[C:19]2[C:15]=1[CH2:16][C@H:17]1[C:23]([CH3:25])([CH3:24])[C@H:18]12)[CH:3]=[CH:4][C:5]1[CH:13]=[CH:12][C:8]([C:9]([OH:11])=[O:10])=[CH:7][CH:6]=1. Given the product [O:1]=[C:2]([C:14]1[S:21][C:20]([CH3:22])=[C:19]2[C:15]=1[CH2:16][C@H:17]1[C:23]([CH3:25])([CH3:24])[C@H:18]12)[CH2:3][CH2:4][C:5]1[CH:6]=[CH:7][C:8]([C:9]([OH:11])=[O:10])=[CH:12][CH:13]=1, predict the reactants needed to synthesize it. (6) Given the product [CH3:1][C:2]1[C:3]([C:16]23[CH2:23][CH:17]2[CH:18]([OH:21])[CH2:19][CH2:20]3)=[CH:4][C:5]2[C:6]([CH3:15])([CH3:14])[CH2:7][CH2:8][C:9]([CH3:12])([CH3:13])[C:10]=2[CH:11]=1, predict the reactants needed to synthesize it. The reactants are: [CH3:1][C:2]1[C:3]([C:16]2[CH2:20][CH2:19][CH:18]([OH:21])[CH:17]=2)=[CH:4][C:5]2[C:6]([CH3:15])([CH3:14])[CH2:7][CH2:8][C:9]([CH3:13])([CH3:12])[C:10]=2[CH:11]=1.Cl[CH:23](Cl)C. (7) Given the product [CH2:14]=[CH:13][C:15]1[CH:28]=[CH:27][C:18]([C:19]([O:12][CH2:11][C@H:9]([OH:10])[C@@H:7]2[O:8][C:2](=[O:1])[C:3]([OH:4])=[C:5]2[OH:6])=[O:20])=[CH:17][CH:16]=1, predict the reactants needed to synthesize it. The reactants are: [O:1]=[C:2]1[O:8][C@H:7]([C@H:9]([CH2:11][OH:12])[OH:10])[C:5]([OH:6])=[C:3]1[OH:4].[CH:13]([C:15]1[CH:28]=[CH:27][C:18]([C:19](OCC(F)(F)F)=[O:20])=[CH:17][CH:16]=1)=[CH2:14].C(C1C=C(C)C=C(C(C)(C)C)C=1O)(C)(C)C. (8) The reactants are: [N:1]1([CH2:6][C:7]2[S:11][C:10]([C:12]([O:14]CC)=[O:13])=[N:9][CH:8]=2)[CH:5]=[CH:4][N:3]=[CH:2]1.[Li+].[OH-].Cl. Given the product [N:1]1([CH2:6][C:7]2[S:11][C:10]([C:12]([OH:14])=[O:13])=[N:9][CH:8]=2)[CH:5]=[CH:4][N:3]=[CH:2]1, predict the reactants needed to synthesize it. (9) Given the product [ClH:22].[NH2:4][CH2:10][C:17]([C:16]1[CH:15]=[CH:14][C:13]([F:21])=[CH:12][CH:11]=1)=[O:18], predict the reactants needed to synthesize it. The reactants are: C1N2CN3[CH2:10][N:4](C2)CN1C3.[CH:11]1[C:16]([C:17](CBr)=[O:18])=[CH:15][CH:14]=[C:13]([F:21])[CH:12]=1.[ClH:22]. (10) Given the product [CH3:17][O:16][C:9]1[CH:8]=[C:7]([CH:12]=[C:11]([O:13][CH3:14])[C:10]=1[CH3:15])[C:6]([NH:5][CH2:4][C:3]1[CH:19]=[CH:20][C:21]([C:23]2[N:27]=[C:26]([CH3:28])[O:25][N:24]=2)=[CH:22][C:2]=1[NH:1][C:30]1[CH:35]=[CH:34][CH:33]=[CH:32][CH:31]=1)=[O:18], predict the reactants needed to synthesize it. The reactants are: [NH2:1][C:2]1[CH:22]=[C:21]([C:23]2[N:27]=[C:26]([CH3:28])[O:25][N:24]=2)[CH:20]=[CH:19][C:3]=1[CH2:4][NH:5][C:6](=[O:18])[C:7]1[CH:12]=[C:11]([O:13][CH3:14])[C:10]([CH3:15])=[C:9]([O:16][CH3:17])[CH:8]=1.Br[C:30]1[CH:35]=[CH:34][CH:33]=[CH:32][CH:31]=1.[OH-].[K+].O.